Dataset: Forward reaction prediction with 1.9M reactions from USPTO patents (1976-2016). Task: Predict the product of the given reaction. Given the reactants [CH3:1][OH:2].Cl.Cl.[NH2:5][C@@H:6]1[CH2:11][CH2:10][CH2:9][NH:8][CH2:7]1.[OH-:12].[Na+].[CH3:14][C:15]([CH3:17])=O, predict the reaction product. The product is: [CH3:14][C:15]1[CH:17]=[C:6]2[C:7](=[O:12])[N:5]([C@@H:6]3[CH2:11][CH2:10][CH2:9][NH:8][CH2:7]3)[C:1](=[O:2])[C:11]2=[CH:10][CH:9]=1.